From a dataset of Reaction yield outcomes from USPTO patents with 853,638 reactions. Predict the reaction yield, written as a fraction of the theoretical maximum amount of product (1.0 means a 100% yield; for example, 0.34 means a 34% yield). (1) The reactants are [NH2:1][C:2]1[N:6](C(OC(C)(C)C)=O)[N:5]=[C:4]([CH:14]2[CH2:16][CH2:15]2)[CH:3]=1.[Li]C(C)(C)C.F[C:23]1[C:28]([F:29])=[CH:27][CH:26]=[C:25]([F:30])[N:24]=1. The catalyst is C1COCC1. The product is [CH:14]1([C:4]2[NH:5][N:6]=[C:2]([NH:1][C:23]3[C:28]([F:29])=[CH:27][CH:26]=[C:25]([F:30])[N:24]=3)[CH:3]=2)[CH2:15][CH2:16]1. The yield is 0.120. (2) The reactants are [F:1][C:2]1[CH:16]=[CH:15][C:5]([O:6][C:7]2[N:12]=[CH:11][C:10]([CH:13]=O)=[CH:9][CH:8]=2)=[CH:4][CH:3]=1.[N+:17]([CH3:20])([O-:19])=[O:18].C([O-])(=O)C.[NH4+].[BH4-].[Na+]. The catalyst is O.C(O)(=O)C. The product is [F:1][C:2]1[CH:16]=[CH:15][C:5]([O:6][C:7]2[CH:8]=[CH:9][C:10]([CH2:13][CH2:20][N+:17]([O-:19])=[O:18])=[CH:11][N:12]=2)=[CH:4][CH:3]=1. The yield is 0.700. (3) The reactants are [Cl-].[Al+3].[Cl-].[Cl-].[Cl:5][C:6]1[CH:7]=[C:8]([O:13]C)[CH:9]=[CH:10][C:11]=1[CH3:12].[Br:15][C:16]1[CH:17]=[C:18]([CH:22]=[CH:23][CH:24]=1)[C:19](Cl)=[O:20].Cl. The catalyst is ClC1C=CC=CC=1.CO.C(OCC)(=O)C. The product is [Br:15][C:16]1[CH:17]=[C:18]([C:19]([C:9]2[CH:10]=[C:11]([CH3:12])[C:6]([Cl:5])=[CH:7][C:8]=2[OH:13])=[O:20])[CH:22]=[CH:23][CH:24]=1. The yield is 0.890.